Dataset: Catalyst prediction with 721,799 reactions and 888 catalyst types from USPTO. Task: Predict which catalyst facilitates the given reaction. (1) Reactant: C[O:2][C:3](=[O:13])[CH2:4][C:5]1[C:6]([O:11][CH3:12])=[N:7][CH:8]=[N:9][CH:10]=1.O.[OH-].[Li+]. Product: [CH3:12][O:11][C:6]1[C:5]([CH2:4][C:3]([OH:13])=[O:2])=[CH:10][N:9]=[CH:8][N:7]=1. The catalyst class is: 97. (2) Reactant: [Cl:1][C:2]1[CH:7]=[CH:6][C:5]([NH:8][C:9](=[O:16])[CH2:10][O:11][CH2:12][C:13]([OH:15])=O)=[C:4]([C:17]([O:19]C)=[O:18])[CH:3]=1.[N:21]1[CH:26]=[CH:25][C:24]([C:27]2[CH:33]=[CH:32][C:30]([NH2:31])=[CH:29][CH:28]=2)=[CH:23][CH:22]=1.Cl.C(N=C=NCCCN(C)C)C.ON1C2C=CC=CC=2N=N1.C(=O)(O)[O-].[Na+]. Product: [Cl:1][C:2]1[CH:7]=[CH:6][C:5]([NH:8][C:9](=[O:16])[CH2:10][O:11][CH2:12][C:13](=[O:15])[NH:31][C:30]2[CH:29]=[CH:28][C:27]([C:24]3[CH:23]=[CH:22][N:21]=[CH:26][CH:25]=3)=[CH:33][CH:32]=2)=[C:4]([CH:3]=1)[C:17]([OH:19])=[O:18]. The catalyst class is: 44. (3) Reactant: C[O:2][C:3](=[O:22])[CH2:4][CH2:5][CH2:6][CH2:7][C:8]1[CH:13]=[C:12]([F:14])[CH:11]=[C:10]([NH:15][C:16]([O:18][CH2:19][CH3:20])=[O:17])[C:9]=1[F:21].C[O-].[Li+].Cl. Product: [CH2:19]([O:18][C:16]([NH:15][C:10]1[C:9]([F:21])=[C:8]([CH2:7][CH2:6][CH2:5][CH2:4][C:3]([OH:22])=[O:2])[CH:13]=[C:12]([F:14])[CH:11]=1)=[O:17])[CH3:20]. The catalyst class is: 24. (4) Reactant: C(OC(=O)N[C@@H]1[C@H](N[C:15]2[N:16]=[CH:17][C:18]3[S:23][CH:22]=[C:21]([C:24](=[O:34])[NH:25][C:26]4[CH:31]=[C:30]([CH3:32])[CH:29]=[C:28]([CH3:33])[N:27]=4)[C:19]=3[N:20]=2)CCOC1)(C)(C)C. Product: [CH3:32][C:30]1[CH:29]=[C:28]([CH3:33])[N:27]=[C:26]([NH:25][C:24]([C:21]2[C:19]3[N:20]=[CH:15][N:16]=[CH:17][C:18]=3[S:23][CH:22]=2)=[O:34])[CH:31]=1. The catalyst class is: 631. (5) Reactant: S(=O)(=O)(O)O.[N+:6]([O-:9])(O)=[O:7].[CH:10]1[C:15]2[CH2:16][CH2:17][C:18](=[O:21])[CH2:19][CH2:20][C:14]=2[CH:13]=[CH:12][CH:11]=1. Product: [N+:6]([C:12]1[CH:11]=[CH:10][C:15]2[CH2:16][CH2:17][C:18](=[O:21])[CH2:19][CH2:20][C:14]=2[CH:13]=1)([O-:9])=[O:7]. The catalyst class is: 463.